This data is from Forward reaction prediction with 1.9M reactions from USPTO patents (1976-2016). The task is: Predict the product of the given reaction. (1) Given the reactants FC(F)(F)C(O)=O.[CH3:8][O:9][N:10]=[CH:11][C:12]1[C:13]([NH2:25])=[N:14][CH:15]=[N:16][C:17]=1[N:18]1[CH2:23][CH2:22][CH:21]([NH2:24])[CH2:20][CH2:19]1.[CH:26]([C:29]1[CH:34]=[CH:33][C:32]([CH2:35][C:36](O)=[O:37])=[CH:31][CH:30]=1)([CH3:28])[CH3:27].C1C=CC2N(O)N=NC=2C=1.CN(C(ON1N=NC2C=CC=CC1=2)=[N+](C)C)C.F[P-](F)(F)(F)(F)F.CCN(C(C)C)C(C)C, predict the reaction product. The product is: [NH2:25][C:13]1[N:14]=[CH:15][N:16]=[C:17]([N:18]2[CH2:23][CH2:22][CH:21]([NH:24][C:36](=[O:37])[CH2:35][C:32]3[CH:33]=[CH:34][C:29]([CH:26]([CH3:27])[CH3:28])=[CH:30][CH:31]=3)[CH2:20][CH2:19]2)[C:12]=1[CH:11]=[N:10][O:9][CH3:8]. (2) Given the reactants [H-].[Na+].[OH:3][C@H:4]1[C@H:9]([C:10]2[CH:15]=[CH:14][C:13]([CH2:16][O:17][CH2:18][CH2:19][O:20][CH3:21])=[CH:12][CH:11]=2)[C@@H:8]([O:22][CH2:23][C:24]2[CH:25]=[CH:26][C:27]3[O:32][CH2:31][CH2:30][N:29]([CH2:33][CH2:34][CH2:35][O:36][CH3:37])[C:28]=3[CH:38]=2)[CH2:7][N:6](C(OCC2C=CC=CC=2)=O)[CH2:5]1.C1(C)C=CC(S(O[CH2:59][C@H:60]2[CH2:62][O:61]2)(=O)=O)=CC=1.C(=O)(O)[O-].[Na+], predict the reaction product. The product is: [CH3:21][O:20][CH2:19][CH2:18][O:17][CH2:16][C:13]1[CH:12]=[CH:11][C:10]([C@@H:9]2[C@@H:8]([O:22][CH2:23][C:24]3[CH:25]=[CH:26][C:27]4[O:32][CH2:31][CH2:30][N:29]([CH2:33][CH2:34][CH2:35][O:36][CH3:37])[C:28]=4[CH:38]=3)[CH2:7][NH:6][CH2:5][C@H:4]2[O:3][CH2:59][C@H:60]([OH:61])[CH3:62])=[CH:15][CH:14]=1. (3) Given the reactants [NH2:1][C@H:2]1[CH2:6][N:5]([CH3:7])[CH2:4][C@H:3]1[NH:8][C:9](=[O:12])[CH:10]=[CH2:11].N[C@H]1CCC[C@H]1NC(=O)C=C.Cl[C:25]1[N:30]=[C:29]([C:31]2[NH:39][C:38]3[CH2:37][CH2:36][N:35](C(OC(C)(C)C)=O)[C:34](=[O:47])[C:33]=3[CH:32]=2)[CH:28]=[CH:27][N:26]=1, predict the reaction product. The product is: [CH3:7][N:5]1[CH2:6][C@H:2]([NH:1][C:25]2[N:30]=[C:29]([C:31]3[NH:39][C:38]4[CH2:37][CH2:36][NH:35][C:34](=[O:47])[C:33]=4[CH:32]=3)[CH:28]=[CH:27][N:26]=2)[C@H:3]([NH:8][C:9](=[O:12])[CH:10]=[CH2:11])[CH2:4]1. (4) Given the reactants [Cl:1][C:2]1[C:11]2[CH2:10][CH2:9][CH:8]([CH:12]=C)[CH2:7][C:6]=2[N:5]=[CH:4][N:3]=1.[BH4-].[Na+].C[OH:17], predict the reaction product. The product is: [Cl:1][C:2]1[C:11]2[CH2:10][CH2:9][CH:8]([CH2:12][OH:17])[CH2:7][C:6]=2[N:5]=[CH:4][N:3]=1.